From a dataset of Catalyst prediction with 721,799 reactions and 888 catalyst types from USPTO. Predict which catalyst facilitates the given reaction. (1) Reactant: [CH2:1]([O:8][C:9]1[CH:10]=[C:11]([CH:122]=[C:123]([O:133][CH2:134][C:135]2[CH:140]=[CH:139][CH:138]=[CH:137][CH:136]=2)[C:124]=1[O:125][CH2:126][C:127]1[CH:132]=[CH:131][CH:130]=[CH:129][CH:128]=1)[C:12]([C@@:14]1([OH:121])[C@@:20]([C:22](=[O:53])[C:23]2[CH:28]=[C:27]([O:29][CH2:30][C:31]3[CH:36]=[CH:35][CH:34]=[CH:33][CH:32]=3)[C:26]([O:37][CH2:38][C:39]3[CH:44]=[CH:43][CH:42]=[CH:41][CH:40]=3)=[C:25]([O:45][CH2:46][C:47]3[CH:52]=[CH:51][CH:50]=[CH:49][CH:48]=3)[CH:24]=2)([OH:21])[C@:19]([C:55](=[O:86])[C:56]2[CH:61]=[C:60]([O:62][CH2:63][C:64]3[CH:69]=[CH:68][CH:67]=[CH:66][CH:65]=3)[C:59]([O:70][CH2:71][C:72]3[CH:77]=[CH:76][CH:75]=[CH:74][CH:73]=3)=[C:58]([O:78][CH2:79][C:80]3[CH:85]=[CH:84][CH:83]=[CH:82][CH:81]=3)[CH:57]=2)([OH:54])[C@@H:18]([CH:87]([C:89](=[O:120])[C:90]2[CH:95]=[C:94]([O:96][CH2:97][C:98]3[CH:103]=[CH:102][CH:101]=[CH:100][CH:99]=3)[C:93]([O:104][CH2:105][C:106]3[CH:111]=[CH:110][CH:109]=[CH:108][CH:107]=3)=[C:92]([O:112][CH2:113][C:114]3[CH:119]=[CH:118][CH:117]=[CH:116][CH:115]=3)[CH:91]=2)[OH:88])[O:17][CH:15]1[OH:16])=[O:13])[C:2]1[CH:7]=[CH:6][CH:5]=[CH:4][CH:3]=1. Product: [CH2:1]([O:8][C:9]1[CH:10]=[C:11]([CH:122]=[C:123]([O:133][CH2:134][C:135]2[CH:140]=[CH:139][CH:138]=[CH:137][CH:136]=2)[C:124]=1[O:125][CH2:126][C:127]1[CH:132]=[CH:131][CH:130]=[CH:129][CH:128]=1)[C:12]([C@@:14]1([OH:121])[C@@:20]([C:22](=[O:53])[C:23]2[CH:28]=[C:27]([O:29][CH2:30][C:31]3[CH:36]=[CH:35][CH:34]=[CH:33][CH:32]=3)[C:26]([O:37][CH2:38][C:39]3[CH:44]=[CH:43][CH:42]=[CH:41][CH:40]=3)=[C:25]([O:45][CH2:46][C:47]3[CH:48]=[CH:49][CH:50]=[CH:51][CH:52]=3)[CH:24]=2)([OH:21])[C@:19]([C:55](=[O:86])[C:56]2[CH:61]=[C:60]([O:62][CH2:63][C:64]3[CH:69]=[CH:68][CH:67]=[CH:66][CH:65]=3)[C:59]([O:70][CH2:71][C:72]3[CH:77]=[CH:76][CH:75]=[CH:74][CH:73]=3)=[C:58]([O:78][CH2:79][C:80]3[CH:85]=[CH:84][CH:83]=[CH:82][CH:81]=3)[CH:57]=2)([OH:54])[C@@H:18]([CH:87]([C:89](=[O:120])[C:90]2[CH:91]=[C:92]([O:112][CH2:113][C:114]3[CH:115]=[CH:116][CH:117]=[CH:118][CH:119]=3)[C:93]([O:104][CH2:105][C:106]3[CH:107]=[CH:108][CH:109]=[CH:110][CH:111]=3)=[C:94]([O:96][CH2:97][C:98]3[CH:99]=[CH:100][CH:101]=[CH:102][CH:103]=3)[CH:95]=2)[OH:88])[O:17][C@@H:15]1[OH:16])=[O:13])[C:2]1[CH:7]=[CH:6][CH:5]=[CH:4][CH:3]=1. The catalyst class is: 36. (2) The catalyst class is: 9. Product: [Cl:1][C:2]1[N:7]=[C:6]2[N:8]([CH2:24][CH3:25])[N:9]=[C:10]([I:11])[C:5]2=[C:4]([N:12]2[CH2:13][CH2:14][O:15][CH2:16][CH2:17]2)[N:3]=1. Reactant: [Cl:1][C:2]1[N:7]=[C:6]2[NH:8][N:9]=[C:10]([I:11])[C:5]2=[C:4]([N:12]2[CH2:17][CH2:16][O:15][CH2:14][CH2:13]2)[N:3]=1.C(=O)([O-])[O-].[K+].[K+].[CH2:24](I)[CH3:25].O. (3) Reactant: [C:1]1([C:7]2[CH:12]=[CH:11][C:10]([C:13]3(O)[CH2:18][CH2:17][CH2:16][CH2:15][CH2:14]3)=[CH:9][CH:8]=2)[CH:6]=[CH:5][CH:4]=[CH:3][CH:2]=1.C1(C)C=CC(S(O)(=O)=O)=CC=1. Product: [C:13]1([C:10]2[CH:9]=[CH:8][C:7]([C:1]3[CH:6]=[CH:5][CH:4]=[CH:3][CH:2]=3)=[CH:12][CH:11]=2)[CH2:18][CH2:17][CH2:16][CH2:15][CH:14]=1. The catalyst class is: 11. (4) Reactant: [CH3:1][NH:2][C:3]([C:5]1[C:9]([N+:10]([O-])=O)=[C:8]([Cl:13])[S:7][C:6]=1[Cl:14])=[O:4].[H][H]. Product: [CH3:1][NH:2][C:3]([C:5]1[C:9]([NH2:10])=[C:8]([Cl:13])[S:7][C:6]=1[Cl:14])=[O:4]. The catalyst class is: 171. (5) Reactant: C([CH:5]1[C:10]2[NH:11][C:12]3[C:17]([C:9]=2[CH2:8][C@H:7](C2NC=C(C4C=CC=CC=4)N=2)[NH:6]1)=[CH:16][CH:15]=[CH:14][CH:13]=3)CCC. Product: [CH:5]1[C:10]2[NH:11][C:12]3[C:17](=[CH:16][CH:15]=[CH:14][CH:13]=3)[C:9]=2[CH:8]=[CH:7][N:6]=1. The catalyst class is: 428. (6) Reactant: [CH3:1][N:2]1[CH2:7][CH2:6][N:5]([CH2:8][C:9]2[N:13]3[CH:14]=[CH:15][CH:16]=[CH:17][C:12]3=[N:11][C:10]=2[CH2:18][NH2:19])[CH2:4][CH2:3]1.C(O)(=O)C.[N:24]1[C:33]2[C:32](=O)[CH2:31][CH2:30][CH2:29][C:28]=2[CH:27]=[CH:26][CH:25]=1.C(O[BH-](OC(=O)C)OC(=O)C)(=O)C.[Na+].C(=O)([O-])[O-].[Na+].[Na+]. Product: [CH3:1][N:2]1[CH2:7][CH2:6][N:5]([CH2:8][C:9]2[N:13]3[CH:14]=[CH:15][CH:16]=[CH:17][C:12]3=[N:11][C:10]=2[CH2:18][NH:19][CH:32]2[C:33]3[N:24]=[CH:25][CH:26]=[CH:27][C:28]=3[CH2:29][CH2:30][CH2:31]2)[CH2:4][CH2:3]1. The catalyst class is: 417.